Dataset: Full USPTO retrosynthesis dataset with 1.9M reactions from patents (1976-2016). Task: Predict the reactants needed to synthesize the given product. (1) Given the product [CH3:17][C:15]1[C:16]2[C:8]([C:5]3[CH:6]=[CH:7][C:2]([CH3:1])=[CH:3][CH:4]=3)=[CH:9][O:10][C:11]=2[C:12]([CH3:19])=[C:13]([CH3:18])[CH:14]=1, predict the reactants needed to synthesize it. The reactants are: [CH3:1][C:2]1[CH:7]=[CH:6][C:5]([C:8](=O)[CH2:9][O:10][C:11]2[CH:16]=[C:15]([CH3:17])[CH:14]=[C:13]([CH3:18])[C:12]=2[CH3:19])=[CH:4][CH:3]=1. (2) Given the product [CH:35]([C:32]1[N:31]=[C:30]([N:27]2[CH2:28][CH2:29][CH:24]([CH2:23][CH2:22][CH2:21][NH:13][C:10]3[N:11]=[CH:12][C:7]4[CH2:6][N:5]([S:2]([CH3:1])(=[O:3])=[O:4])[CH2:15][CH2:14][C:8]=4[N:9]=3)[CH2:25][CH2:26]2)[O:34][N:33]=1)([CH3:37])[CH3:36], predict the reactants needed to synthesize it. The reactants are: [CH3:1][S:2]([N:5]1[CH2:15][CH2:14][C:8]2[N:9]=[C:10]([NH2:13])[N:11]=[CH:12][C:7]=2[CH2:6]1)(=[O:4])=[O:3].CS(O[CH2:21][CH2:22][CH2:23][CH:24]1[CH2:29][CH2:28][N:27]([C:30]2[O:34][N:33]=[C:32]([CH:35]([CH3:37])[CH3:36])[N:31]=2)[CH2:26][CH2:25]1)(=O)=O.CCN(C(C)C)C(C)C. (3) Given the product [CH:21]1([CH2:22][N:11]2[CH2:12][CH2:13][C:9]([C:3]3[CH:4]=[CH:5][CH:6]=[C:7]([F:8])[C:2]=3[F:1])([OH:14])[CH2:10]2)[CH2:28][CH2:27]1, predict the reactants needed to synthesize it. The reactants are: [F:1][C:2]1[C:7]([F:8])=[CH:6][CH:5]=[CH:4][C:3]=1[C:9]1([OH:14])[CH2:13][CH2:12][NH:11][CH2:10]1.C(=O)([O-])[O-].[K+].[K+].[C:21](O)(=O)[C:22](O)=O.[C:27](#N)[CH3:28]. (4) Given the product [C:1]([N:8]1[CH2:12][CH2:11][C@H:10]([S:13][C:14]([C:21]2[CH:22]=[CH:23][CH:24]=[CH:25][CH:26]=2)([C:15]2[CH:16]=[CH:17][CH:18]=[CH:19][CH:20]=2)[C:27]2[CH:32]=[CH:31][CH:30]=[CH:29][CH:28]=2)[C@@H:9]1[N:43]([CH3:50])[CH2:42][CH:41]([C:35]1[CH:36]=[CH:37][CH:38]=[CH:39][CH:40]=1)[C:44]1[CH:45]=[CH:46][CH:47]=[CH:48][CH:49]=1)([O:3][C:4]([CH3:5])([CH3:7])[CH3:6])=[O:2], predict the reactants needed to synthesize it. The reactants are: [C:1]([N:8]1[CH2:12][CH2:11][C@H:10]([S:13][C:14]([C:27]2[CH:32]=[CH:31][CH:30]=[CH:29][CH:28]=2)([C:21]2[CH:26]=[CH:25][CH:24]=[CH:23][CH:22]=2)[C:15]2[CH:20]=[CH:19][CH:18]=[CH:17][CH:16]=2)[C@@H:9]1C=O)([O:3][C:4]([CH3:7])([CH3:6])[CH3:5])=[O:2].[C:35]1([CH:41]([C:44]2[CH:49]=[CH:48][CH:47]=[CH:46][CH:45]=2)[CH2:42][NH2:43])[CH:40]=[CH:39][CH:38]=[CH:37][CH:36]=1.[C:50](O[BH-](OC(=O)C)OC(=O)C)(=O)C.[Na+].